Dataset: Catalyst prediction with 721,799 reactions and 888 catalyst types from USPTO. Task: Predict which catalyst facilitates the given reaction. Reactant: [N+:1]([C:4]1[CH:21]=[CH:20][CH:19]=[CH:18][C:5]=1[CH2:6][N:7]1[C:15](=[O:16])[C:14]2[C:9](=[CH:10][CH:11]=[CH:12][CH:13]=2)[C:8]1=[O:17])([O-])=O.C([O-])=O.[NH4+]. Product: [NH2:1][C:4]1[CH:21]=[CH:20][CH:19]=[CH:18][C:5]=1[CH2:6][N:7]1[C:15](=[O:16])[C:14]2[C:9](=[CH:10][CH:11]=[CH:12][CH:13]=2)[C:8]1=[O:17]. The catalyst class is: 319.